Dataset: Full USPTO retrosynthesis dataset with 1.9M reactions from patents (1976-2016). Task: Predict the reactants needed to synthesize the given product. The reactants are: [Cl:1][C:2]1[CH:3]=[C:4]([CH:10]=[CH:11][C:12]([O:14][CH3:15])=[O:13])[CH:5]=[C:6]([O:8][CH3:9])[CH:7]=1. Given the product [Cl:1][C:2]1[CH:3]=[C:4]([CH2:10][CH2:11][C:12]([O:14][CH3:15])=[O:13])[CH:5]=[C:6]([O:8][CH3:9])[CH:7]=1, predict the reactants needed to synthesize it.